This data is from Full USPTO retrosynthesis dataset with 1.9M reactions from patents (1976-2016). The task is: Predict the reactants needed to synthesize the given product. Given the product [CH2:31]([N:38]1[C:42](=[O:43])[C:41](=[C:44]2[N:48]([CH3:49])[C:47]3[CH:50]=[C:51]([O:54][CH2:55][CH2:56][Cl:57])[CH:52]=[CH:53][C:46]=3[S:45]2)[S:40][C:39]1=[N:16][C:9]1[CH:8]=[C:7]([NH:6][C:4](=[O:5])[CH2:3][N:2]([CH3:19])[CH3:1])[CH:12]=[CH:11][C:10]=1[NH:13][CH2:14][CH3:15])[C:32]1[CH:37]=[CH:36][CH:35]=[CH:34][CH:33]=1, predict the reactants needed to synthesize it. The reactants are: [CH3:1][N:2]([CH3:19])[CH2:3][C:4]([NH:6][C:7]1[CH:12]=[CH:11][C:10]([NH:13][CH2:14][CH3:15])=[C:9]([N+:16]([O-])=O)[CH:8]=1)=[O:5].C1(C)C=CC(S([O-])(=O)=O)=CC=1.[CH2:31]([N:38]1[C:42](=[O:43])[C:41](=[C:44]2[N:48]([CH3:49])[C:47]3[CH:50]=[C:51]([O:54][CH2:55][CH2:56][Cl:57])[CH:52]=[CH:53][C:46]=3[S:45]2)[S:40][CH2+:39]1SC)[C:32]1[CH:37]=[CH:36][CH:35]=[CH:34][CH:33]=1.